From a dataset of Full USPTO retrosynthesis dataset with 1.9M reactions from patents (1976-2016). Predict the reactants needed to synthesize the given product. (1) The reactants are: Cl.[Cl:2][C:3]1[C:4]([CH2:9][NH2:10])=[N:5][CH:6]=[CH:7][N:8]=1.CCN=C=NCCCN(C)C.Cl.C(N(CC)C(C)C)(C)C.ON1C2C=CC=CC=2N=N1.[CH2:42]([O:49][C:50]([NH:52][CH2:53][C@H:54]1[CH2:59][CH2:58][C@H:57]([C:60](O)=[O:61])[CH2:56][CH2:55]1)=[O:51])[C:43]1[CH:48]=[CH:47][CH:46]=[CH:45][CH:44]=1. Given the product [Cl:2][C:3]1[C:4]([CH2:9][NH:10][C:60]([C@H:57]2[CH2:56][CH2:55][C@H:54]([CH2:53][NH:52][C:50](=[O:51])[O:49][CH2:42][C:43]3[CH:48]=[CH:47][CH:46]=[CH:45][CH:44]=3)[CH2:59][CH2:58]2)=[O:61])=[N:5][CH:6]=[CH:7][N:8]=1, predict the reactants needed to synthesize it. (2) Given the product [CH3:19][C:20]1[C:24]([C:9]2[C:10]3[N:14]=[C:13]([NH2:15])[NH:12][C:11]=3[CH:16]=[C:7]([C:6]3[C:2]([CH3:1])=[N:3][O:4][C:5]=3[CH3:18])[CH:8]=2)=[C:23]([CH3:34])[NH:22][N:21]=1, predict the reactants needed to synthesize it. The reactants are: [CH3:1][C:2]1[C:6]([C:7]2[CH:8]=[C:9](I)[C:10]3[N:14]=[C:13]([NH2:15])[NH:12][C:11]=3[CH:16]=2)=[C:5]([CH3:18])[O:4][N:3]=1.[CH3:19][C:20]1[C:24](B2OC(C)(C)C(C)(C)O2)=[C:23]([CH3:34])[NH:22][N:21]=1.C(=O)([O-])[O-].[Cs+].[Cs+].